Dataset: Full USPTO retrosynthesis dataset with 1.9M reactions from patents (1976-2016). Task: Predict the reactants needed to synthesize the given product. (1) Given the product [CH3:34][O:35][C:14](=[O:37])[C:15]1[CH:16]=[CH:17][C:12]([C:3]([CH2:4][CH3:5])([C:6]2[S:7][CH:8]=[C:9]([CH3:11])[CH:10]=2)[CH2:1][CH3:2])=[CH:13][C:32]=1[CH3:33], predict the reactants needed to synthesize it. The reactants are: [CH2:1]([C:3]([C:12]1[CH:17]=[CH:16][C:15](OS(C(F)(F)F)(=O)=O)=[C:14](C)[CH:13]=1)([C:6]1[S:7][CH:8]=[C:9]([CH3:11])[CH:10]=1)[CH2:4][CH3:5])[CH3:2].C(N([CH2:32][CH3:33])CC)C.[CH3:34][OH:35].[C]=[O:37]. (2) Given the product [S:19]1[CH:20]=[CH:21][CH:22]=[C:18]1[CH2:17][NH:9][CH2:8][C:6]1[NH:7][C:2](=[O:1])[C:3]2[CH2:26][O:25][CH2:24][CH2:23][C:4]=2[N:5]=1, predict the reactants needed to synthesize it. The reactants are: [O:1]=[C:2]1[NH:7][C:6]([CH2:8][N:9]([CH2:17][C:18]2[S:19][CH:20]=[CH:21][CH:22]=2)C(=O)OC(C)(C)C)=[N:5][C:4]2[CH2:23][CH2:24][O:25][CH2:26][C:3]1=2.Cl. (3) Given the product [CH3:20][N:21]1[C:25]([CH3:26])=[C:24]([C:27]([NH:1][C:2]2[CH:17]=[CH:16][C:5]([O:6][C:7]3[CH:12]=[CH:11][N:10]=[C:9]([C:13]([NH2:15])=[O:14])[CH:8]=3)=[C:4]([F:18])[C:3]=2[F:19])=[O:28])[C:23](=[O:30])[N:22]1[C:31]1[CH:36]=[CH:35][CH:34]=[CH:33][CH:32]=1, predict the reactants needed to synthesize it. The reactants are: [NH2:1][C:2]1[CH:17]=[CH:16][C:5]([O:6][C:7]2[CH:12]=[CH:11][N:10]=[C:9]([C:13]([NH2:15])=[O:14])[CH:8]=2)=[C:4]([F:18])[C:3]=1[F:19].[CH3:20][N:21]1[C:25]([CH3:26])=[C:24]([C:27](O)=[O:28])[C:23](=[O:30])[N:22]1[C:31]1[CH:36]=[CH:35][CH:34]=[CH:33][CH:32]=1.CCN=C=NCCCN(C)C.C1C=NC2N(O)N=NC=2C=1. (4) Given the product [Cl:1][C:2]1[CH:10]=[C:9]2[C:5]([C:6]([C:12]3[N:13]=[C:14]4[C:20]([C:21]([NH:28][C:26]([CH3:29])([CH3:27])[C:25]([F:31])([F:30])[F:24])=[O:22])=[CH:19][NH:18][C:15]4=[N:16][CH:17]=3)=[N:7][N:8]2[CH3:11])=[CH:4][CH:3]=1, predict the reactants needed to synthesize it. The reactants are: [Cl:1][C:2]1[CH:10]=[C:9]2[C:5]([C:6]([C:12]3[N:13]=[C:14]4[C:20]([C:21](O)=[O:22])=[CH:19][NH:18][C:15]4=[N:16][CH:17]=3)=[N:7][N:8]2[CH3:11])=[CH:4][CH:3]=1.[F:24][C:25]([F:31])([F:30])[C:26]([CH3:29])([NH2:28])[CH3:27].CCN=C=NCCCN(C)C.CN(C(ON1N=NC2C=CC=NC1=2)=[N+](C)C)C.F[P-](F)(F)(F)(F)F.CCN(C(C)C)C(C)C. (5) Given the product [CH2:7]([O:6][C:4](=[O:5])[CH:3]([C:19]1[O:18][C:17]([CH2:24][NH:25][C:26](=[O:28])[CH3:27])=[CH:21][CH:20]=1)[C:2](=[O:1])[C:9]1[CH:14]=[CH:13][CH:12]=[CH:11][CH:10]=1)[CH3:8], predict the reactants needed to synthesize it. The reactants are: [O:1]=[C:2]([C:9]1[CH:14]=[CH:13][CH:12]=[CH:11][CH:10]=1)[CH2:3][C:4]([O:6][CH2:7][CH3:8])=[O:5].CO[C:17]1([CH2:24][NH:25][C:26](=[O:28])[CH3:27])[CH:21]=[CH:20][CH:19](OC)[O:18]1.